This data is from Full USPTO retrosynthesis dataset with 1.9M reactions from patents (1976-2016). The task is: Predict the reactants needed to synthesize the given product. (1) The reactants are: P(Cl)(Cl)([Cl:3])=O.[CH:6]([N:9]([CH:12]([CH3:14])[CH3:13])[CH:10]=O)([CH3:8])[CH3:7].[CH:15]([NH:18][CH:19]([CH3:21])[CH3:20])([CH3:17])[CH3:16]. Given the product [Cl-:3].[CH:6]([N:9]([CH:12]([CH3:14])[CH3:13])[CH:10]=[N+:18]([CH:19]([CH3:21])[CH3:20])[CH:15]([CH3:17])[CH3:16])([CH3:8])[CH3:7], predict the reactants needed to synthesize it. (2) Given the product [Br:14][C:15]1[CH:21]=[CH:20][C:18]([NH:19][C:2](=[O:13])[CH2:3][CH2:4][CH2:5][CH2:6][CH2:7][CH2:8][C:9]([O:11][CH3:12])=[O:10])=[C:17]([N+:22]([O-:24])=[O:23])[CH:16]=1, predict the reactants needed to synthesize it. The reactants are: Cl[C:2](=[O:13])[CH2:3][CH2:4][CH2:5][CH2:6][CH2:7][CH2:8][C:9]([O:11][CH3:12])=[O:10].[Br:14][C:15]1[CH:21]=[CH:20][C:18]([NH2:19])=[C:17]([N+:22]([O-:24])=[O:23])[CH:16]=1.C(N(CC)CC)C. (3) Given the product [CH3:1][N:2]1[C:6]([C@H:12]2[CH2:16][CH2:15][CH2:14][C@@H:13]2[OH:17])=[CH:5][CH:4]=[N:3]1, predict the reactants needed to synthesize it. The reactants are: [CH3:1][N:2]1[CH:6]=[CH:5][CH:4]=[N:3]1.C([Li])CCC.[CH:12]12[O:17][CH:13]1[CH2:14][CH2:15][CH2:16]2.C(=O)([O-])O.[Na+]. (4) The reactants are: [F:1][C:2]1[CH:3]=[C:4]([CH:9]=[CH:10][C:11]2[CH:16]=[CH:15][C:14]([O:17]C(=O)C)=[CH:13][CH:12]=2)[CH:5]=[C:6]([F:8])[CH:7]=1.Cl. Given the product [F:1][C:2]1[CH:3]=[C:4]([CH:9]=[CH:10][C:11]2[CH:16]=[CH:15][C:14]([OH:17])=[CH:13][CH:12]=2)[CH:5]=[C:6]([F:8])[CH:7]=1, predict the reactants needed to synthesize it. (5) Given the product [NH2:1][C:2]1[N:3]=[C:4]([N:20]2[CH2:25][CH2:24][N:23]([C:34](=[O:35])[CH2:33][C:30]3[CH:31]=[CH:32][C:27]([Cl:26])=[CH:28][CH:29]=3)[CH2:22][CH2:21]2)[C:5]2[N:10]=[C:9]([CH2:11][CH2:12][C:13]3[CH:18]=[CH:17][C:16]([F:19])=[CH:15][CH:14]=3)[S:8][C:6]=2[N:7]=1, predict the reactants needed to synthesize it. The reactants are: [NH2:1][C:2]1[N:3]=[C:4]([N:20]2[CH2:25][CH2:24][NH:23][CH2:22][CH2:21]2)[C:5]2[N:10]=[C:9]([CH2:11][CH2:12][C:13]3[CH:18]=[CH:17][C:16]([F:19])=[CH:15][CH:14]=3)[S:8][C:6]=2[N:7]=1.[Cl:26][C:27]1[CH:32]=[CH:31][C:30]([CH2:33][C:34](O)=[O:35])=[CH:29][CH:28]=1.CN(C(ON1N=NC2C=CC=CC1=2)=[N+](C)C)C.[B-](F)(F)(F)F.C(N(C(C)C)CC)(C)C. (6) Given the product [F:1][C:2]1[CH:3]=[C:4]([NH:20][C:21]([C:23]2[C:24](=[O:36])[N:25]([C:30]3[CH:31]=[CH:32][CH:33]=[CH:34][CH:35]=3)[N:26]([CH3:29])[C:27]=2[CH3:28])=[O:22])[CH:5]=[CH:6][C:7]=1[O:8][C:9]1[C:18]2[C:13](=[CH:14][C:15]([O:19][CH2:37][C@@H:38]([OH:39])[CH3:40])=[CH:16][CH:17]=2)[N:12]=[CH:11][CH:10]=1, predict the reactants needed to synthesize it. The reactants are: [F:1][C:2]1[CH:3]=[C:4]([NH:20][C:21]([C:23]2[C:24](=[O:36])[N:25]([C:30]3[CH:35]=[CH:34][CH:33]=[CH:32][CH:31]=3)[N:26]([CH3:29])[C:27]=2[CH3:28])=[O:22])[CH:5]=[CH:6][C:7]=1[O:8][C:9]1[C:18]2[C:13](=[CH:14][C:15]([OH:19])=[CH:16][CH:17]=2)[N:12]=[CH:11][CH:10]=1.[CH3:37][C@H:38]1[CH2:40][O:39]1.C([O-])([O-])=O.[Cs+].[Cs+]. (7) Given the product [CH3:1][O:2][C:3](=[O:17])[C:4]1[C:5]([CH2:12][C:13]([O:15][CH3:16])=[O:14])=[CH:6][CH:7]=[CH:8][C:9]=1[CH2:10][CH2:11][S:20][C:18](=[O:21])[CH3:19], predict the reactants needed to synthesize it. The reactants are: [CH3:1][O:2][C:3](=[O:17])[C:4]1[C:9]([CH:10]=[CH2:11])=[CH:8][CH:7]=[CH:6][C:5]=1[CH2:12][C:13]([O:15][CH3:16])=[O:14].[C:18]([OH:21])(=[S:20])[CH3:19].CC(N=NC(C#N)(C)C)(C#N)C. (8) The reactants are: [CH2:1]([P:12](=[O:21])([O:17][CH2:18][CH:19]=[CH2:20])[O:13][CH2:14][CH:15]=[CH2:16])[P:2](=[O:11])([O:7][CH2:8][CH:9]=[CH2:10])[O:3][CH2:4][CH:5]=[CH2:6].[H-].[Na+].[N+:24]([C:27]1[CH:34]=[CH:33][C:30]([CH2:31]Br)=[CH:29][CH:28]=1)([O-:26])=[O:25].[NH4+].[Cl-]. Given the product [N+:24]([C:27]1[CH:34]=[CH:33][C:30]([CH2:31][CH:1]([P:2](=[O:11])([O:7][CH2:8][CH:9]=[CH2:10])[O:3][CH2:4][CH:5]=[CH2:6])[P:12](=[O:21])([O:13][CH2:14][CH:15]=[CH2:16])[O:17][CH2:18][CH:19]=[CH2:20])=[CH:29][CH:28]=1)([O-:26])=[O:25], predict the reactants needed to synthesize it.